Predict which catalyst facilitates the given reaction. From a dataset of Catalyst prediction with 721,799 reactions and 888 catalyst types from USPTO. The catalyst class is: 228. Reactant: [NH2:1][CH2:2][CH:3]1[CH2:12][CH2:11][CH2:10][C:9]2[CH:8]=[C:7]([NH:13][S:14]([C:17]3[CH:22]=[CH:21][CH:20]=[C:19]([F:23])[CH:18]=3)(=[O:16])=[O:15])[CH:6]=[CH:5][C:4]1=2.[C:24](OC(=O)C)(=[O:26])[CH3:25]. Product: [F:23][C:19]1[CH:18]=[C:17]([S:14]([NH:13][C:7]2[CH:8]=[C:9]3[C:4](=[CH:5][CH:6]=2)[CH:3]([CH2:2][NH:1][C:24](=[O:26])[CH3:25])[CH2:12][CH2:11][CH2:10]3)(=[O:16])=[O:15])[CH:22]=[CH:21][CH:20]=1.